From a dataset of Catalyst prediction with 721,799 reactions and 888 catalyst types from USPTO. Predict which catalyst facilitates the given reaction. (1) Reactant: C(OC(=O)[N:7]([CH2:11][CH2:12][CH2:13][N:14]1[C:18]([NH2:19])=[C:17]([C:20](=[O:22])[NH2:21])[N:16]=[C:15]1[S:23][C:24]1[C:32]([I:33])=[CH:31][C:27]2[O:28][CH2:29][O:30][C:26]=2[CH:25]=1)[CH:8]([CH3:10])[CH3:9])(C)(C)C.FC(F)(F)C(O)=O. Product: [NH2:19][C:18]1[N:14]([CH2:13][CH2:12][CH2:11][NH:7][CH:8]([CH3:10])[CH3:9])[C:15]([S:23][C:24]2[C:32]([I:33])=[CH:31][C:27]3[O:28][CH2:29][O:30][C:26]=3[CH:25]=2)=[N:16][C:17]=1[C:20]([NH2:21])=[O:22]. The catalyst class is: 2. (2) Reactant: [Cl:1][C:2]1[CH:7]=[CH:6][C:5]([CH:8]2[N:12]([C:13]3[CH:14]=[C:15]([O:23][CH3:24])[C:16]4[N:17]([C:19]([CH3:22])=[N:20][N:21]=4)[CH:18]=3)[C:11](=[O:25])[C:10](=O)[CH:9]2[C:27](=O)[CH2:28][CH3:29])=[CH:4][CH:3]=1.Cl.[F:32][C:33]([F:41])([F:40])[CH2:34][O:35][CH2:36][CH2:37][NH:38][NH2:39]. Product: [Cl:1][C:2]1[CH:7]=[CH:6][C:5]([CH:8]2[C:9]3[C:27]([CH2:28][CH3:29])=[N:39][N:38]([CH2:37][CH2:36][O:35][CH2:34][C:33]([F:41])([F:40])[F:32])[C:10]=3[C:11](=[O:25])[N:12]2[C:13]2[CH:14]=[C:15]([O:23][CH3:24])[C:16]3[N:17]([C:19]([CH3:22])=[N:20][N:21]=3)[CH:18]=2)=[CH:4][CH:3]=1. The catalyst class is: 5. (3) Reactant: Br[CH2:2][CH:3]1[CH2:5][CH2:4]1.[NH2:6][C:7]1[C:12]([F:13])=[CH:11][N:10]=[C:9]([OH:14])[N:8]=1.C([O-])([O-])=O.[K+].[K+]. Product: [NH2:6][C:7]1[C:12]([F:13])=[CH:11][N:10]([CH2:2][CH:3]2[CH2:5][CH2:4]2)[C:9](=[O:14])[N:8]=1. The catalyst class is: 3. (4) Reactant: [F:1][C:2]([F:18])([F:17])[C:3]([C:5]1[CH:14]=[CH:13][C:12]2[C:7](=[CH:8][CH:9]=[C:10]([O:15][CH3:16])[CH:11]=2)[CH:6]=1)=[O:4].[BH4-].[Na+]. Product: [F:1][C:2]([F:17])([F:18])[CH:3]([C:5]1[CH:14]=[CH:13][C:12]2[C:7](=[CH:8][CH:9]=[C:10]([O:15][CH3:16])[CH:11]=2)[CH:6]=1)[OH:4]. The catalyst class is: 2. (5) Reactant: CS(O[C@@H:6]([CH3:32])[CH2:7][CH2:8][CH2:9][CH2:10][N:11]1[C:20](=[O:21])[C:19]2[NH:18][C:17]([CH2:22][NH:23][C:24]([O:26][C:27]([CH3:30])([CH3:29])[CH3:28])=[O:25])=[N:16][C:15]=2[N:14]([CH3:31])[C:12]1=[O:13])(=O)=O.[C-:33]#[N:34].[K+]. Product: [C:33]([C@H:6]([CH3:32])[CH2:7][CH2:8][CH2:9][CH2:10][N:11]1[C:20](=[O:21])[C:19]2[NH:18][C:17]([CH2:22][NH:23][C:24]([O:26][C:27]([CH3:30])([CH3:29])[CH3:28])=[O:25])=[N:16][C:15]=2[N:14]([CH3:31])[C:12]1=[O:13])#[N:34]. The catalyst class is: 16.